This data is from Forward reaction prediction with 1.9M reactions from USPTO patents (1976-2016). The task is: Predict the product of the given reaction. (1) Given the reactants [CH2:1]([O:8][C:9]1C=[CH:16][CH:15]=[CH:14][C:10]=1[C:11]([OH:13])=[O:12])[C:2]1[CH:7]=[CH:6][CH:5]=[CH:4][CH:3]=1.[C:18](Cl)(=O)C(Cl)=O.[OH2:24].C1(C)C=CC(S(O)(=O)=O)=CC=1.[Si]([CH:40]=[N+:41]=[N-])(C)(C)C, predict the reaction product. The product is: [OH:24][C:3]1[CH:4]=[CH:5][CH:6]=[CH:7][C:2]=1[C:1]1[O:8][C:9]2[C:10]([C:11]([O:13][CH3:18])=[O:12])=[CH:14][CH:15]=[CH:16][C:40]=2[N:41]=1. (2) The product is: [CH3:19][O:20][C:21]1[CH:26]=[CH:25][C:24]([C:2]2[CH:7]=[CH:6][C:5]([CH:8]([C:13]3[CH:18]=[CH:17][CH:16]=[CH:15][CH:14]=3)[C:9]([O:11][CH3:12])=[O:10])=[CH:4][CH:3]=2)=[CH:23][CH:22]=1. Given the reactants Br[C:2]1[CH:7]=[CH:6][C:5]([CH:8]([C:13]2[CH:18]=[CH:17][CH:16]=[CH:15][CH:14]=2)[C:9]([O:11][CH3:12])=[O:10])=[CH:4][CH:3]=1.[CH3:19][O:20][C:21]1[CH:26]=[CH:25][C:24](B(O)O)=[CH:23][CH:22]=1.C(=O)([O-])[O-].[K+].[K+], predict the reaction product. (3) Given the reactants [CH2:1]([N:8]1[CH2:17][CH2:16][C:15]2[C:14]([C:18]([OH:20])=O)=[CH:13][CH:12]=[CH:11][C:10]=2[C:9]1=[O:21])[C:2]1[CH:7]=[CH:6][CH:5]=[CH:4][CH:3]=1.Cl.[NH2:23][C@@H:24]([CH2:42][C:43]1[CH:48]=[C:47]([F:49])[CH:46]=[C:45]([F:50])[CH:44]=1)[C@H:25]([OH:41])[CH2:26][NH:27][C:28]1([C:31]2[CH:36]=[CH:35][CH:34]=[C:33]([C:37]([F:40])([F:39])[F:38])[CH:32]=2)[CH2:30][CH2:29]1.Cl.CN(C)CCCN=C=NCC.C(N(CC)C(C)C)(C)C, predict the reaction product. The product is: [CH2:1]([N:8]1[CH2:17][CH2:16][C:15]2[C:14]([C:18]([NH:23][C@@H:24]([CH2:42][C:43]3[CH:44]=[C:45]([F:50])[CH:46]=[C:47]([F:49])[CH:48]=3)[C@H:25]([OH:41])[CH2:26][NH:27][C:28]3([C:31]4[CH:36]=[CH:35][CH:34]=[C:33]([C:37]([F:38])([F:39])[F:40])[CH:32]=4)[CH2:30][CH2:29]3)=[O:20])=[CH:13][CH:12]=[CH:11][C:10]=2[C:9]1=[O:21])[C:2]1[CH:7]=[CH:6][CH:5]=[CH:4][CH:3]=1.